Dataset: CYP2C9 inhibition data for predicting drug metabolism from PubChem BioAssay. Task: Regression/Classification. Given a drug SMILES string, predict its absorption, distribution, metabolism, or excretion properties. Task type varies by dataset: regression for continuous measurements (e.g., permeability, clearance, half-life) or binary classification for categorical outcomes (e.g., BBB penetration, CYP inhibition). Dataset: cyp2c9_veith. The drug is Cn1ncc2c(NCCc3ccccc3)nc(Cl)nc21. The result is 0 (non-inhibitor).